From a dataset of HIV replication inhibition screening data with 41,000+ compounds from the AIDS Antiviral Screen. Binary Classification. Given a drug SMILES string, predict its activity (active/inactive) in a high-throughput screening assay against a specified biological target. The drug is O=C(O)CCSSCCC(=O)O. The result is 0 (inactive).